Task: Predict the reactants needed to synthesize the given product.. Dataset: Full USPTO retrosynthesis dataset with 1.9M reactions from patents (1976-2016) (1) Given the product [Cl:1][C:2]1[C:3]2[N:10]([CH2:11][CH2:12][OH:13])[CH:9]=[C:8]([C:14]([C:20]3[CH:21]=[C:22]4[C:26](=[CH:27][CH:28]=3)[N:25]([C:29]3[CH:30]=[CH:31][C:32]([F:35])=[CH:33][CH:34]=3)[N:24]=[CH:23]4)([OH:19])[C:15]([F:18])([F:17])[F:16])[C:4]=2[N:5]=[CH:6][N:7]=1, predict the reactants needed to synthesize it. The reactants are: [Cl:1][C:2]1[C:3]2[N:10]([CH2:11][CH:12]=[O:13])[CH:9]=[C:8]([C:14]([C:20]3[CH:21]=[C:22]4[C:26](=[CH:27][CH:28]=3)[N:25]([C:29]3[CH:34]=[CH:33][C:32]([F:35])=[CH:31][CH:30]=3)[N:24]=[CH:23]4)([OH:19])[C:15]([F:18])([F:17])[F:16])[C:4]=2[N:5]=[CH:6][N:7]=1.[BH4-].[Na+]. (2) The reactants are: O1[CH2:5][CH2:4][CH2:3][CH2:2]1.[F-].C([N+:11]([CH2:20][CH2:21][CH2:22][CH3:23])([CH2:16][CH2:17][CH2:18][CH3:19])CCCC)CCC. Given the product [CH:2]1[C:16]2[NH:11][C:20]3[C:18](=[CH:19][CH:23]=[CH:22][CH:21]=3)[C:17]=2[CH:5]=[CH:4][CH:3]=1, predict the reactants needed to synthesize it. (3) Given the product [CH3:7][O:6][C:4]([C:3]1[CH:4]=[CH:3][C:2](=[O:1])[O:1][CH:2]=1)=[O:5], predict the reactants needed to synthesize it. The reactants are: [O:1]=[CH:2][CH2:3][C:4]([O:6][CH3:7])=[O:5].S(=O)(=O)(O)O.OS(C(F)(F)F)(=O)=O.